This data is from Full USPTO retrosynthesis dataset with 1.9M reactions from patents (1976-2016). The task is: Predict the reactants needed to synthesize the given product. (1) Given the product [CH3:1][C:2]1[NH:3][C:4]2[C:5]([N:12]=1)=[N:6][C:7]([C:10]#[N:11])=[CH:8][CH:9]=2, predict the reactants needed to synthesize it. The reactants are: [CH3:1][CH:2]1[N:12](CC2C=CC(C3C=CC=CC=3)=CC=2)[C:5]2=[N:6][C:7]([C:10]#[N:11])=[CH:8][CH:9]=[C:4]2[NH:3]1.CC1NC2=NC(C#N)=CC=C2N1CC1C=CC(C2C=CC=CC=2)=CC=1. (2) Given the product [NH:27]1[C:28]2[C:24](=[CH:23][C:22]([NH:21][C:20]3[C:15]4[C:12]5[CH2:13][CH2:14][CH:9]([CH2:8][NH:7][C:5](=[O:6])[C@H:4]([CH2:3][CH2:2][OH:1])[NH2:32])[CH2:10][C:11]=5[S:31][C:16]=4[N:17]=[CH:18][N:19]=3)=[CH:30][CH:29]=2)[CH:25]=[N:26]1, predict the reactants needed to synthesize it. The reactants are: [OH:1][CH2:2][CH2:3][C@@H:4]([NH:32]C(=O)OC(C)(C)C)[C:5]([NH:7][CH2:8][CH:9]1[CH2:14][CH2:13][C:12]2[C:15]3[C:20]([NH:21][C:22]4[CH:23]=[C:24]5[C:28](=[CH:29][CH:30]=4)[NH:27][N:26]=[CH:25]5)=[N:19][CH:18]=[N:17][C:16]=3[S:31][C:11]=2[CH2:10]1)=[O:6].O1CCOCC1.Cl. (3) Given the product [CH3:2][CH:1]([NH:4][C:5]([CH:6]=[CH2:7])=[O:8])[CH3:3].[CH:9]([S:11]([OH:14])(=[O:13])=[O:12])=[CH2:10], predict the reactants needed to synthesize it. The reactants are: [CH:1]([NH:4][C:5](=[O:8])[CH:6]=[CH2:7])([CH3:3])[CH3:2].[CH:9]([S:11]([OH:14])(=[O:13])=[O:12])=[CH2:10]. (4) Given the product [Cl:1][C:2]1[CH:7]=[CH:6][C:5]([O:8][CH3:9])=[C:4]([CH2:10][C:12]#[N:13])[CH:3]=1, predict the reactants needed to synthesize it. The reactants are: [Cl:1][C:2]1[CH:7]=[CH:6][C:5]([O:8][CH3:9])=[C:4]([CH2:10]Cl)[CH:3]=1.[C-:12]#[N:13].[Na+].O. (5) Given the product [N+:12]([C:4]1[CH:5]=[C:6]([CH:10]=[CH:11][CH:3]=1)[C:7]([NH2:42])=[O:8])([O-:14])=[O:13], predict the reactants needed to synthesize it. The reactants are: C([C:3]1[CH:11]=[CH:10][C:6]([C:7](O)=[O:8])=[CH:5][C:4]=1[N+:12]([O-:14])=[O:13])#N.C(Cl)(=O)C(Cl)=O.BrC1C=C(C(F)(C(F)(F)F)C(F)(F)C(F)(F)F)C=C(Br)C=1[NH2:42].N1C=CC=CC=1.C(C1C=CC(C(Cl)=O)=CC=1[N+]([O-])=O)#N.C(=O)([O-])O.[Na+]. (6) Given the product [C:48]([O:47][C:45](=[O:46])[C:44]1[CH:43]=[CH:42][C:39]([CH2:40][N:11]([CH2:10][C:9]2[N:5]([CH2:1][CH2:2][CH2:3][CH3:4])[C:6]([C:27]3[CH:32]=[CH:31][CH:30]=[CH:29][CH:28]=3)=[N:7][C:8]=2[C:19]2[CH:20]=[CH:21][C:22]([O:25][CH3:26])=[CH:23][CH:24]=2)[CH2:12][CH:13]2[CH2:14][CH2:15][CH2:16][CH2:17][CH2:18]2)=[CH:38][C:37]=1[O:33][C:34](=[O:35])[CH3:36])([CH3:51])([CH3:50])[CH3:49], predict the reactants needed to synthesize it. The reactants are: [CH2:1]([N:5]1[C:9]([CH2:10][NH:11][CH2:12][CH:13]2[CH2:18][CH2:17][CH2:16][CH2:15][CH2:14]2)=[C:8]([C:19]2[CH:24]=[CH:23][C:22]([O:25][CH3:26])=[CH:21][CH:20]=2)[N:7]=[C:6]1[C:27]1[CH:32]=[CH:31][CH:30]=[CH:29][CH:28]=1)[CH2:2][CH2:3][CH3:4].[O:33]([C:37]1[CH:38]=[C:39]([CH:42]=[CH:43][C:44]=1[C:45]([O:47][C:48]([CH3:51])([CH3:50])[CH3:49])=[O:46])[CH2:40]Br)[C:34]([CH3:36])=[O:35].C(=O)([O-])[O-].[K+].[K+].